From a dataset of Catalyst prediction with 721,799 reactions and 888 catalyst types from USPTO. Predict which catalyst facilitates the given reaction. (1) Reactant: [F:1][C:2]1[CH:3]=[CH:4][C:5]([C:8]2[C:12](/[CH:13]=[CH:14]/[C:15]3[S:16][C:17]([C:20]([OH:22])=O)=[CH:18][N:19]=3)=[C:11]([CH3:23])[O:10][N:9]=2)=[N:6][CH:7]=1.F[B-](F)(F)F.N1(OC(N(C)C)=[N+](C)C)C2C=CC=CC=2N=N1.C(N(CC)C(C)C)(C)C.[NH2:55][CH:56]1[CH2:61][CH2:60][O:59][CH2:58][CH2:57]1. Product: [O:59]1[CH2:60][CH2:61][CH:56]([NH:55][C:20]([C:17]2[S:16][C:15](/[CH:14]=[CH:13]/[C:12]3[C:8]([C:5]4[CH:4]=[CH:3][C:2]([F:1])=[CH:7][N:6]=4)=[N:9][O:10][C:11]=3[CH3:23])=[N:19][CH:18]=2)=[O:22])[CH2:57][CH2:58]1. The catalyst class is: 3. (2) Reactant: [CH:1]1[C:10]2[C:5](=[CH:6][CH:7]=[CH:8][CH:9]=2)[CH:4]=[CH:3][C:2]=1[OH:11].[H-].[Na+].[H][H].BrCCCC1C=CC=[C:22]2[C:23]([NH:25]C(=O)[C:21]=12)=O. Product: [CH:1]1[C:10]2[C:5](=[CH:6][CH:7]=[CH:8][CH:9]=2)[CH:4]=[CH:3][C:2]=1[O:11][CH2:21][CH2:22][CH2:23][NH2:25]. The catalyst class is: 375.